Dataset: TCR-epitope binding with 47,182 pairs between 192 epitopes and 23,139 TCRs. Task: Binary Classification. Given a T-cell receptor sequence (or CDR3 region) and an epitope sequence, predict whether binding occurs between them. (1) The epitope is FLNRFTTTL. The TCR CDR3 sequence is CASSEAVSYEAFF. Result: 0 (the TCR does not bind to the epitope). (2) The epitope is GLCTLVAML. The TCR CDR3 sequence is CSVPITVQETQYF. Result: 1 (the TCR binds to the epitope). (3) The epitope is KLSYGIATV. The TCR CDR3 sequence is CSAGDRGEQYF. Result: 1 (the TCR binds to the epitope). (4) The epitope is HTTDPSFLGRY. The TCR CDR3 sequence is CASSGTVQPFF. Result: 1 (the TCR binds to the epitope). (5) The epitope is AYILFTRFFYV. The TCR CDR3 sequence is CASSLALSSYNEQFF. Result: 0 (the TCR does not bind to the epitope). (6) Result: 0 (the TCR does not bind to the epitope). The epitope is FLASKIGRLV. The TCR CDR3 sequence is CSVALDESSYNEQFF. (7) The epitope is KLGGALQAK. The TCR CDR3 sequence is CASSPSYNEQFF. Result: 1 (the TCR binds to the epitope).